From a dataset of Forward reaction prediction with 1.9M reactions from USPTO patents (1976-2016). Predict the product of the given reaction. Given the reactants CO[C:3]1([C:8]2[CH:13]=[CH:12][C:11]([S:14]([CH3:17])(=[O:16])=[O:15])=[CH:10][CH:9]=2)[C:5]([CH3:7])([CH3:6])[O:4]1.[NH:18]1[CH2:23][CH2:22][CH2:21][CH2:20][CH2:19]1.CSC1C=CC(C(C2(N3CCCC3)CCCCC2)=O)=CC=1, predict the reaction product. The product is: [CH3:6][C:5]([N:18]1[CH2:23][CH2:22][CH2:21][CH2:20][CH2:19]1)([CH3:7])[C:3]([C:8]1[CH:13]=[CH:12][C:11]([S:14]([CH3:17])(=[O:16])=[O:15])=[CH:10][CH:9]=1)=[O:4].